Dataset: Retrosynthesis with 50K atom-mapped reactions and 10 reaction types from USPTO. Task: Predict the reactants needed to synthesize the given product. (1) Given the product COc1cc(C(=O)N(C)OC)cc(OC)c1OC, predict the reactants needed to synthesize it. The reactants are: CNOC.COc1cc(C(=O)Cl)cc(OC)c1OC. (2) The reactants are: CC(=O)c1cc(C(=O)N[C@@H](C)Cn2ccc(-c3ccc(C#N)c(Cl)c3C)n2)[nH]n1. Given the product Cc1c(-c2ccn(C[C@H](C)NC(=O)c3cc(C(C)O)n[nH]3)n2)ccc(C#N)c1Cl, predict the reactants needed to synthesize it. (3) The reactants are: NCCO.O=Cc1ccccc1. Given the product OCC/N=C/c1ccccc1, predict the reactants needed to synthesize it.